This data is from Reaction yield outcomes from USPTO patents with 853,638 reactions. The task is: Predict the reaction yield, written as a fraction of the theoretical maximum amount of product (1.0 means a 100% yield; for example, 0.34 means a 34% yield). The reactants are Br[C:2]1[CH:7]=[C:6]([F:8])[CH:5]=[CH:4][C:3]=1[O:9][CH3:10].C([Li])CCC.CSC.Cl[Si](C)(C)C.[O:24]=[C:25]([CH:27]=[C:28]([CH3:30])[CH3:29])[CH3:26]. The catalyst is C1COCC1. The product is [F:8][C:6]1[CH:5]=[CH:4][C:3]([O:9][CH3:10])=[C:2]([C:28]([CH3:30])([CH3:29])[CH2:27][C:25](=[O:24])[CH3:26])[CH:7]=1. The yield is 0.850.